Task: Regression. Given a peptide amino acid sequence and an MHC pseudo amino acid sequence, predict their binding affinity value. This is MHC class I binding data.. Dataset: Peptide-MHC class I binding affinity with 185,985 pairs from IEDB/IMGT (1) The peptide sequence is TPKIRFWHV. The MHC is HLA-A11:01 with pseudo-sequence HLA-A11:01. The binding affinity (normalized) is 0.0847. (2) The peptide sequence is VTGFMEEEI. The MHC is HLA-A02:02 with pseudo-sequence HLA-A02:02. The binding affinity (normalized) is 0.0135. (3) The peptide sequence is YHSNVKEL. The MHC is HLA-A02:06 with pseudo-sequence HLA-A02:06. The binding affinity (normalized) is 0. (4) The peptide sequence is WTTEPINSM. The MHC is Mamu-A01 with pseudo-sequence Mamu-A01. The binding affinity (normalized) is 0.745. (5) The peptide sequence is YAIAHGVAL. The MHC is H-2-Db with pseudo-sequence H-2-Db. The binding affinity (normalized) is 0.570. (6) The peptide sequence is YQYGDNLIL. The MHC is BoLA-D18.4 with pseudo-sequence BoLA-D18.4. The binding affinity (normalized) is 0.508. (7) The peptide sequence is TLRFKTKAL. The MHC is HLA-B18:01 with pseudo-sequence HLA-B18:01. The binding affinity (normalized) is 0.213. (8) The peptide sequence is EYLQLVFGI. The MHC is HLA-A24:02 with pseudo-sequence HLA-A24:02. The binding affinity (normalized) is 0.887. (9) The binding affinity (normalized) is 0.526. The MHC is HLA-B44:03 with pseudo-sequence HLA-B44:03. The peptide sequence is EELFYSYAT.